Dataset: Peptide-MHC class I binding affinity with 185,985 pairs from IEDB/IMGT. Task: Regression. Given a peptide amino acid sequence and an MHC pseudo amino acid sequence, predict their binding affinity value. This is MHC class I binding data. (1) The peptide sequence is VTECKLIYY. The MHC is HLA-B48:01 with pseudo-sequence HLA-B48:01. The binding affinity (normalized) is 0.0847. (2) The peptide sequence is ALSIVSLFPL. The MHC is HLA-A02:17 with pseudo-sequence HLA-A02:17. The binding affinity (normalized) is 0.860.